From a dataset of Reaction yield outcomes from USPTO patents with 853,638 reactions. Predict the reaction yield, written as a fraction of the theoretical maximum amount of product (1.0 means a 100% yield; for example, 0.34 means a 34% yield). (1) The reactants are [CH2:1]([C@H:3]1[N:6]([C:7]2[CH:12]=[CH:11][C:10]([C:13]([F:16])([F:15])[F:14])=[CH:9][CH:8]=2)[C:5](=[O:17])[CH2:4]1)[CH3:2].[C:18](=[O:28])([O:20][CH2:21][C:22]1[CH:27]=[CH:26][CH:25]=[CH:24][CH:23]=1)[NH2:19].CC(C)([O-])C.[Li+].O1CCCC1.O. The catalyst is O1CCCC1.C(OCC)(=O)C. The product is [F:16][C:13]([F:14])([F:15])[C:10]1[CH:9]=[CH:8][C:7]([NH:6][C@H:3]([CH2:1][CH3:2])[CH2:4][C:5]([NH:19][C:18](=[O:28])[O:20][CH2:21][C:22]2[CH:23]=[CH:24][CH:25]=[CH:26][CH:27]=2)=[O:17])=[CH:12][CH:11]=1. The yield is 0.860. (2) The reactants are [CH3:1][C:2]([C:4]1[C:13]2[O:12][CH2:11][CH2:10][N:9]([C:14]([O:16][C:17]([CH3:20])([CH3:19])[CH3:18])=[O:15])[CH2:8][C:7]=2[S:6][CH:5]=1)=[CH2:3]. The catalyst is [Pd].CCO. The product is [CH3:3][CH:2]([C:4]1[C:13]2[O:12][CH2:11][CH2:10][N:9]([C:14]([O:16][C:17]([CH3:19])([CH3:18])[CH3:20])=[O:15])[CH2:8][C:7]=2[S:6][CH:5]=1)[CH3:1]. The yield is 0.996. (3) The reactants are [NH:1]1[CH:5]=[CH:4][C:3]([C:6]2[CH:7]=[C:8]([CH:11]=[CH:12][CH:13]=2)[C:9]#[N:10])=[N:2]1.[F:14][CH:15]([F:26])[O:16][C:17]1[CH:22]=[CH:21][C:20](B(O)O)=[CH:19][CH:18]=1.N1C=CC=CC=1. The catalyst is CN(C)C=O.C([O-])(=O)C.[Cu+2].C([O-])(=O)C. The product is [F:14][CH:15]([F:26])[O:16][C:17]1[CH:22]=[CH:21][C:20]([N:1]2[CH:5]=[CH:4][C:3]([C:6]3[CH:7]=[C:8]([CH:11]=[CH:12][CH:13]=3)[C:9]#[N:10])=[N:2]2)=[CH:19][CH:18]=1. The yield is 0.230. (4) The reactants are [N:1]1[CH:6]=[CH:5][CH:4]=[N:3][C:2]=1[CH2:7][C:8]([C:23]1[CH:28]=[CH:27][CH:26]=[C:25]([O:29][C:30]([F:33])([F:32])[F:31])[CH:24]=1)([C:12]1[CH:17]=[CH:16][CH:15]=[C:14]([O:18][C:19]([F:22])([F:21])[F:20])[CH:13]=1)C(O)=O.C1(P([N:48]=[N+]=[N-])(C2C=CC=CC=2)=O)C=CC=CC=1.[F:51][C:52]([F:56])([F:55])[CH2:53][NH2:54].CCO[C:60](C)=[O:61]. The catalyst is C1(C)C=CC=CC=1. The product is [N:3]1[CH:4]=[CH:5][CH:6]=[N:1][C:2]=1[CH2:7][C:8]([NH:48][C:60]([NH:54][CH2:53][C:52]([F:56])([F:55])[F:51])=[O:61])([C:23]1[CH:28]=[CH:27][CH:26]=[C:25]([O:29][C:30]([F:33])([F:32])[F:31])[CH:24]=1)[C:12]1[CH:17]=[CH:16][CH:15]=[C:14]([O:18][C:19]([F:20])([F:22])[F:21])[CH:13]=1. The yield is 0.160. (5) The reactants are [NH2:1][C:2]1[C:10]([Cl:11])=[CH:9][CH:8]=[CH:7][C:3]=1[C:4]([OH:6])=O.O=S(Cl)Cl.[Cl:16][C:17]1[CH:23]=[CH:22][CH:21]=[CH:20][C:18]=1[NH2:19].C(Cl)(Cl)Cl. The catalyst is C1C=CC=CC=1. The product is [NH2:1][C:2]1[C:10]([Cl:11])=[CH:9][CH:8]=[CH:7][C:3]=1[C:4]([NH:19][C:18]1[CH:20]=[CH:21][CH:22]=[CH:23][C:17]=1[Cl:16])=[O:6]. The yield is 0.780. (6) The reactants are [CH3:1][O:2][C:3]1[CH:4]=[C:5]2[C:10](=[CH:11][C:12]=1[O:13][CH2:14][C@H:15]1[CH2:17][O:16]1)[N:9]=[CH:8][N:7]=[C:6]2[O:18][C:19]1[CH:20]=[C:21]2[C:25](=[CH:26][CH:27]=1)[NH:24][C:23]([CH3:28])=[CH:22]2.[CH:29]([NH2:32])([CH3:31])[CH3:30]. No catalyst specified. The product is [OH:16][C@H:15]([CH2:17][NH:32][CH:29]([CH3:31])[CH3:30])[CH2:14][O:13][C:12]1[CH:11]=[C:10]2[C:5]([C:6]([O:18][C:19]3[CH:20]=[C:21]4[C:25](=[CH:26][CH:27]=3)[NH:24][C:23]([CH3:28])=[CH:22]4)=[N:7][CH:8]=[N:9]2)=[CH:4][C:3]=1[O:2][CH3:1]. The yield is 0.840. (7) The reactants are [CH3:1][O:2][C:3]1[CH:12]=[CH:11][C:6]2[N:7]=[C:8]([NH2:10])[S:9][C:5]=2[CH:4]=1.[Br:13][C:14]1[CH:22]=[CH:21][C:17]([C:18](Cl)=[O:19])=[CH:16][CH:15]=1. No catalyst specified. The product is [Br:13][C:14]1[CH:22]=[CH:21][C:17]([C:18]([NH:10][C:8]2[S:9][C:5]3[CH:4]=[C:3]([O:2][CH3:1])[CH:12]=[CH:11][C:6]=3[N:7]=2)=[O:19])=[CH:16][CH:15]=1. The yield is 0.650.